From a dataset of Forward reaction prediction with 1.9M reactions from USPTO patents (1976-2016). Predict the product of the given reaction. (1) Given the reactants [C:1]([O:5][C:6]([N:8]1[C@H:12]([CH2:13][F:14])[C@@H:11]([C:15]2[CH:20]=[CH:19][C:18]([C:21]3[CH:22]=[CH:23][C:24]([C:27]([OH:29])=O)=[N:25][CH:26]=3)=[CH:17][CH:16]=2)[O:10][C:9]1([CH3:31])[CH3:30])=[O:7])([CH3:4])([CH3:3])[CH3:2].[CH2:32]([NH2:34])[CH3:33].C(NC(C)C)(C)C.C1(P(C2C=CC=CC=2)C2C=CC=CC=2)C=CC=CC=1, predict the reaction product. The product is: [C:1]([O:5][C:6]([N:8]1[C@H:12]([CH2:13][F:14])[C@@H:11]([C:15]2[CH:20]=[CH:19][C:18]([C:21]3[CH:26]=[N:25][C:24]([C:27](=[O:29])[NH:34][CH2:32][CH3:33])=[CH:23][CH:22]=3)=[CH:17][CH:16]=2)[O:10][C:9]1([CH3:31])[CH3:30])=[O:7])([CH3:3])([CH3:4])[CH3:2]. (2) Given the reactants [Br:1][C:2]1[CH:3]=[N:4][CH:5]=[C:6]([CH:10]=1)[C:7]([OH:9])=O.[CH2:11]1[C:19]2[C:14](=[CH:15][CH:16]=[CH:17][CH:18]=2)[CH2:13][CH:12]1[NH:20][C:21]1[N:22]=[CH:23][C:24]2[CH2:30][NH:29][CH2:28][CH2:27][C:25]=2[N:26]=1.Cl.CN(C)CCCN=C=NCC, predict the reaction product. The product is: [Br:1][C:2]1[CH:10]=[C:6]([C:7]([N:29]2[CH2:28][CH2:27][C:25]3[N:26]=[C:21]([NH:20][CH:12]4[CH2:11][C:19]5[C:14](=[CH:15][CH:16]=[CH:17][CH:18]=5)[CH2:13]4)[N:22]=[CH:23][C:24]=3[CH2:30]2)=[O:9])[CH:5]=[N:4][CH:3]=1. (3) Given the reactants [N:1]1([C:7]2[N:12]([CH3:13])[C:11](=[O:14])[CH:10]=[C:9]([C:15]3[CH:20]=[CH:19][N:18]=[CH:17][C:16]=3F)[N:8]=2)[CH2:6][CH2:5][O:4][CH2:3][CH2:2]1.[F:22][C:23]1[CH:30]=[CH:29][C:26]([CH2:27][OH:28])=[CH:25][CH:24]=1.[H-].[Na+].[ClH:33], predict the reaction product. The product is: [ClH:33].[F:22][C:23]1[CH:30]=[CH:29][C:26]([CH2:27][O:28][C:16]2[CH:17]=[N:18][CH:19]=[CH:20][C:15]=2[C:9]2[N:8]=[C:7]([N:1]3[CH2:6][CH2:5][O:4][CH2:3][CH2:2]3)[N:12]([CH3:13])[C:11](=[O:14])[CH:10]=2)=[CH:25][CH:24]=1. (4) The product is: [CH3:1][N:2]([CH3:7])[C:3](=[O:6])[CH:4]=[CH2:5].[C:8]([O:13][CH2:14][CH:15]1[O:17][CH2:16]1)(=[O:12])[C:9]([CH3:11])=[CH2:10]. Given the reactants [CH3:1][N:2]([CH3:7])[C:3](=[O:6])[CH:4]=[CH2:5].[C:8]([O:13][CH2:14][CH:15]1[O:17][CH2:16]1)(=[O:12])[C:9]([CH3:11])=[CH2:10].CC(N=NC(C#N)(C)C)(C#N)C.O1CCCC1, predict the reaction product. (5) Given the reactants [Br:1][C:2]1[CH:3]=[C:4]([OH:9])[CH:5]=[C:6]([F:8])[CH:7]=1.[Si:10](Cl)([C:13]([CH3:16])([CH3:15])[CH3:14])([CH3:12])[CH3:11].N1C=CN=C1, predict the reaction product. The product is: [Br:1][C:2]1[CH:3]=[C:4]([CH:5]=[C:6]([F:8])[CH:7]=1)[O:9][Si:10]([C:13]([CH3:16])([CH3:15])[CH3:14])([CH3:12])[CH3:11]. (6) Given the reactants Cl[C:2]1[CH:27]=[CH:26][C:5]([CH2:6][O:7][C:8]2[CH:16]=[CH:15][C:14]3[NH:13][C:12]4[CH:17]([CH2:20][C:21]([O:23]CC)=[O:22])[CH2:18][CH2:19][C:11]=4[C:10]=3[CH:9]=2)=[CH:4][C:3]=1[C:28]([F:31])([F:30])[F:29].[Br-].[CH:33]1([Zn+])[CH2:35][CH2:34]1, predict the reaction product. The product is: [CH:33]1([C:2]2[CH:27]=[CH:26][C:5]([CH2:6][O:7][C:8]3[CH:16]=[CH:15][C:14]4[NH:13][C:12]5[CH:17]([CH2:20][C:21]([OH:23])=[O:22])[CH2:18][CH2:19][C:11]=5[C:10]=4[CH:9]=3)=[CH:4][C:3]=2[C:28]([F:31])([F:30])[F:29])[CH2:35][CH2:34]1.